Dataset: hERG Central: cardiac toxicity at 1µM, 10µM, and general inhibition. Task: Predict hERG channel inhibition at various concentrations. (1) The drug is CCOCCn1c(CN2CCN(c3ccc(F)cc3)CC2)nc2c1c(=O)n(C)c(=O)n2C. Results: hERG_inhib (hERG inhibition (general)): blocker. (2) Results: hERG_inhib (hERG inhibition (general)): blocker. The drug is O=C(NC1CCN(CC(=O)N(c2ccccc2)c2ccccc2)CC1)c1ccc([N+](=O)[O-])cc1.